This data is from NCI-60 drug combinations with 297,098 pairs across 59 cell lines. The task is: Regression. Given two drug SMILES strings and cell line genomic features, predict the synergy score measuring deviation from expected non-interaction effect. Drug 1: C1=NC2=C(N1)C(=S)N=C(N2)N. Drug 2: CC1=C2C(C(=O)C3(C(CC4C(C3C(C(C2(C)C)(CC1OC(=O)C(C(C5=CC=CC=C5)NC(=O)C6=CC=CC=C6)O)O)OC(=O)C7=CC=CC=C7)(CO4)OC(=O)C)O)C)OC(=O)C. Cell line: IGROV1. Synergy scores: CSS=27.6, Synergy_ZIP=-12.9, Synergy_Bliss=-7.36, Synergy_Loewe=-5.62, Synergy_HSA=-3.43.